This data is from Forward reaction prediction with 1.9M reactions from USPTO patents (1976-2016). The task is: Predict the product of the given reaction. (1) Given the reactants [Br:1][C:2]1[CH:8]=[CH:7][C:6]([F:9])=[CH:5][C:3]=1[NH2:4].[N+](C1C=C(S(O)(=O)=O)C=CC=1)([O-])=O.P(=O)(O)(O)O.O=[CH:29][C:30](=[CH2:32])[CH3:31].O.N, predict the reaction product. The product is: [Br:1][C:2]1[CH:8]=[CH:7][C:6]([F:9])=[C:5]2[C:3]=1[N:4]=[CH:31][C:30]([CH3:32])=[CH:29]2. (2) Given the reactants Cl.[CH2:2]([N:9]1[C:15](=O)[CH:14]2[NH:17][CH:11]([CH2:12][CH2:13]2)[C:10]1=O)[C:3]1[CH:8]=[CH:7][CH:6]=[CH:5][CH:4]=1.[H-].[H-].[H-].[H-].[Li+].[Al+3].O.[OH-].[Na+], predict the reaction product. The product is: [CH2:2]([N:9]1[CH2:15][CH:14]2[NH:17][CH:11]([CH2:12][CH2:13]2)[CH2:10]1)[C:3]1[CH:4]=[CH:5][CH:6]=[CH:7][CH:8]=1. (3) The product is: [NH2:1][C:2]1([CH2:26][C:27]2[CH:28]=[CH:29][CH:30]=[CH:31][CH:32]=2)[CH2:6][CH2:5][O:4][CH:3]1[O:7][CH2:8][C:9]1[CH:10]=[C:11]([CH:15]=[C:16]([N:18]([S:22]([CH3:25])(=[O:23])=[O:24])[CH2:19][CH2:20][CH3:21])[CH:17]=1)[C:12]([NH:36][C@@H:37]([C:38]1[CH:58]=[CH:57][C:56]([F:62])=[CH:55][CH:54]=1)[CH3:39])=[O:14]. Given the reactants [NH2:1][C:2]1([CH2:26][C:27]2[CH:32]=[CH:31][CH:30]=[CH:29][CH:28]=2)[CH2:6][CH2:5][O:4][CH:3]1[O:7][CH2:8][C:9]1[CH:10]=[C:11]([CH:15]=[C:16]([N:18]([S:22]([CH3:25])(=[O:24])=[O:23])[CH2:19][CH2:20][CH3:21])[CH:17]=1)[C:12]([OH:14])=O.C([N:36](CC)[CH:37]([CH3:39])[CH3:38])(C)C.CN([P+](ON1N=N[C:55]2[CH:56]=[CH:57][CH:58]=C[C:54]1=2)(N(C)C)N(C)C)C.[F:62][P-](F)(F)(F)(F)F, predict the reaction product. (4) Given the reactants Br[C:2]1[CH:7]=[CH:6][C:5]([C:8]2[O:12][N:11]=[C:10]([CH3:13])[C:9]=2[NH2:14])=[CH:4][CH:3]=1.[CH2:15]([O:17][C:18](=[O:35])[CH2:19][C:20]1[CH:25]=[CH:24][C:23](B2OC(C)(C)C(C)(C)O2)=[CH:22][CH:21]=1)[CH3:16], predict the reaction product. The product is: [CH2:15]([O:17][C:18](=[O:35])[CH2:19][C:20]1[CH:25]=[CH:24][C:23]([C:2]2[CH:7]=[CH:6][C:5]([C:8]3[O:12][N:11]=[C:10]([CH3:13])[C:9]=3[NH2:14])=[CH:4][CH:3]=2)=[CH:22][CH:21]=1)[CH3:16]. (5) Given the reactants [N+:1]([CH3:4])([O-:3])=[O:2].[CH3:5][N:6]([CH3:19])[C:7]1[CH:8]=[C:9]([CH:12]=[C:13]([C:15]([F:18])([F:17])[F:16])[CH:14]=1)[CH:10]=O.C([O-])(=O)C.[NH4+], predict the reaction product. The product is: [CH3:5][N:6]([CH3:19])[C:7]1[CH:14]=[C:13]([C:15]([F:16])([F:17])[F:18])[CH:12]=[C:9]([CH:10]=[CH:4][N+:1]([O-:3])=[O:2])[CH:8]=1. (6) Given the reactants O[CH2:2][C:3]1[CH:12]=[CH:11][CH:10]=[C:9]2[C:4]=1[CH2:5][CH2:6][N:7]([C:13]1[NH:22][C:21](=[O:23])[C:20]3[C:15](=[CH:16][C:17]([O:26][CH3:27])=[C:18]([O:24][CH3:25])[CH:19]=3)[N:14]=1)[CH2:8]2.[BrH:28], predict the reaction product. The product is: [Br:28][CH2:2][C:3]1[CH:12]=[CH:11][CH:10]=[C:9]2[C:4]=1[CH2:5][CH2:6][N:7]([C:13]1[NH:22][C:21](=[O:23])[C:20]3[C:15](=[CH:16][C:17]([O:26][CH3:27])=[C:18]([O:24][CH3:25])[CH:19]=3)[N:14]=1)[CH2:8]2. (7) Given the reactants [C:1]([O:5][C:6]([N:8]1[CH2:13][CH2:12][CH:11]([O:14][C:15]2[CH:20]=[CH:19][C:18]([Cl:21])=[C:17]([F:22])[C:16]=2[CH:23]=O)[CH2:10][CH2:9]1)=[O:7])([CH3:4])([CH3:3])[CH3:2].C(OC([N:32]1CCC(COC2C=CC(I)=CC=2C=O)[CH2:34][CH2:33]1)=O)(C)(C)C.[CH3:49][Si:50](N[Si](C)(C)C)([CH3:52])[CH3:51].C([Li])CCC.C[Si](Cl)(C)C.C(N(CC)CC)C.C(Cl)(=[O:77])C, predict the reaction product. The product is: [C:1]([O:5][C:6]([N:8]1[CH2:13][CH2:12][CH:11]([O:14][C:15]2[C:16]([CH:23]=[N:32][C:33]([O:77][Si:50]([CH3:52])([CH3:51])[CH3:49])=[CH2:34])=[C:17]([F:22])[C:18]([Cl:21])=[CH:19][CH:20]=2)[CH2:10][CH2:9]1)=[O:7])([CH3:3])([CH3:2])[CH3:4].